From a dataset of Forward reaction prediction with 1.9M reactions from USPTO patents (1976-2016). Predict the product of the given reaction. Given the reactants [CH2:1]([O:3][C:4]([CH:6]1[CH2:8][CH:7]1[CH2:9][C:10]1[N:18]2[C:13]([C:14]([NH2:19])=[N:15][CH:16]=[N:17]2)=[CH:12][CH:11]=1)=[O:5])[CH3:2].[Br:20]C1C(=O)C(C)(C)C(Br)C1=O, predict the reaction product. The product is: [CH2:1]([O:3][C:4]([CH:6]1[CH2:8][CH:7]1[CH2:9][C:10]1[N:18]2[C:13]([C:14]([NH2:19])=[N:15][CH:16]=[N:17]2)=[C:12]([Br:20])[CH:11]=1)=[O:5])[CH3:2].